This data is from Catalyst prediction with 721,799 reactions and 888 catalyst types from USPTO. The task is: Predict which catalyst facilitates the given reaction. (1) Reactant: [Cl:1][C:2]1[CH:3]=[C:4]([C:24]2[N:28]=[C:27]([C:29](OCC)=[O:30])[O:26][N:25]=2)[CH:5]=[CH:6][C:7]=1[O:8][C:9]1[CH:14]=[CH:13][CH:12]=[C:11]([C:15](=[O:23])[NH:16][C:17]2[CH:21]=[CH:20][N:19]([CH3:22])[N:18]=2)[CH:10]=1.C(O)C.[BH4-].[Na+].Cl. Product: [Cl:1][C:2]1[CH:3]=[C:4]([C:24]2[N:28]=[C:27]([CH2:29][OH:30])[O:26][N:25]=2)[CH:5]=[CH:6][C:7]=1[O:8][C:9]1[CH:10]=[C:11]([CH:12]=[CH:13][CH:14]=1)[C:15]([NH:16][C:17]1[CH:21]=[CH:20][N:19]([CH3:22])[N:18]=1)=[O:23]. The catalyst class is: 90. (2) Reactant: [Cl:1][C:2]1[C:3]([O:16][CH3:17])=[C:4]([CH2:14][OH:15])[CH:5]=[C:6]([O:8][CH2:9][CH:10]=[C:11]([Cl:13])[Cl:12])[CH:7]=1.[Cr](Cl)(O)(=O)=O.N1C=CC=CC=1.C(O)(C)C. Product: [Cl:1][C:2]1[C:3]([O:16][CH3:17])=[C:4]([CH:5]=[C:6]([O:8][CH2:9][CH:10]=[C:11]([Cl:12])[Cl:13])[CH:7]=1)[CH:14]=[O:15]. The catalyst class is: 4. (3) Reactant: [C:1]([O:5][C:6]([NH:8][CH2:9][C:10]1[N:11]([CH2:35][CH:36]([CH3:38])[CH3:37])[C:12](=[O:34])[C:13]2[C:18]([C:19]=1[C:20]1[CH:25]=[CH:24][CH:23]=[CH:22][CH:21]=1)=[CH:17][C:16]([C:26]1[S:27][CH:28]=[C:29](C(O)=O)[N:30]=1)=[CH:15][CH:14]=2)=[O:7])([CH3:4])([CH3:3])[CH3:2].C1(P(N=[N+]=[N-])(C2C=CC=CC=2)=[O:46])C=CC=CC=1.C([N:58]([CH2:61]C)CC)C.[CH:63]1[C:75]2[CH:74]([CH2:76][OH:77])[C:73]3[C:68](=[CH:69][CH:70]=[CH:71][CH:72]=3)[C:67]=2[CH:66]=[CH:65][CH:64]=1. Product: [C:1]([O:5][C:6]([NH:8][CH2:9][C:10]1[N:11]([CH2:35][CH:36]([CH3:37])[CH3:38])[C:12](=[O:34])[C:13]2[C:18]([C:19]=1[C:20]1[CH:25]=[CH:24][CH:23]=[CH:22][CH:21]=1)=[CH:17][C:16]([C:26]1[S:27][CH:28]=[C:29]([NH:58][C:61](=[O:46])[O:77][CH2:76][CH:74]3[C:75]4[CH:63]=[CH:64][CH:65]=[CH:66][C:67]=4[C:68]4[C:73]3=[CH:72][CH:71]=[CH:70][CH:69]=4)[N:30]=1)=[CH:15][CH:14]=2)=[O:7])([CH3:4])([CH3:2])[CH3:3]. The catalyst class is: 35. (4) Reactant: CN(C)C=O.C(OC([N:13]1[CH2:18][CH2:17][N:16]([C:19]2[C:20]([O:25]CCO)=[N:21][CH:22]=[CH:23][N:24]=2)[CH2:15][CH2:14]1)=O)(C)(C)C.[C:29]1(P(C2C=CC=CC=2)C2C=CC=CC=2)C=CC=C[CH:30]=1.[Cl:48][C:49]1[CH:54]=[CH:53][C:52]([OH:55])=[C:51]([F:56])[CH:50]=1. Product: [Cl:48][C:49]1[CH:54]=[CH:53][C:52]([O:55][CH2:29][CH2:30][N:21]2[CH:22]=[CH:23][N:24]=[C:19]([N:16]3[CH2:15][CH2:14][NH:13][CH2:18][CH2:17]3)[C:20]2=[O:25])=[C:51]([F:56])[CH:50]=1. The catalyst class is: 1. (5) Reactant: Br[C:2]1[CH:3]=[C:4]([NH2:9])[C:5]([NH2:8])=[N:6][CH:7]=1.[B:10]1([B:10]2[O:14][C:13]([CH3:16])([CH3:15])[C:12]([CH3:18])([CH3:17])[O:11]2)[O:14][C:13]([CH3:16])([CH3:15])[C:12]([CH3:18])([CH3:17])[O:11]1.C(Cl)Cl.CC([O-])=O.[K+]. Product: [CH3:17][C:12]1([CH3:18])[C:13]([CH3:16])([CH3:15])[O:14][B:10]([C:2]2[CH:3]=[C:4]([NH2:9])[C:5]([NH2:8])=[N:6][CH:7]=2)[O:11]1. The catalyst class is: 75. (6) Reactant: C([Sn](CCCC)(CCCC)[C:6]1[N:7]=[CH:8][N:9]([C:11]2[CH:16]=[C:15]([C:17]([F:20])([F:19])[F:18])[CH:14]=[C:13]([C:21]3[CH:26]=[CH:25][C:24]([C:27]([F:30])([F:29])[F:28])=[CH:23][CH:22]=3)[N:12]=2)[CH:10]=1)CCC.[C:39]([NH:43][S:44]([C:47]1[S:51][C:50](Cl)=[N:49][C:48]=1[CH3:53])(=[O:46])=[O:45])([CH3:42])([CH3:41])[CH3:40].CCCCCCC. Product: [C:39]([NH:43][S:44]([C:47]1[S:51][C:50]([C:6]2[N:7]=[CH:8][N:9]([C:11]3[CH:16]=[C:15]([C:17]([F:20])([F:19])[F:18])[CH:14]=[C:13]([C:21]4[CH:22]=[CH:23][C:24]([C:27]([F:29])([F:30])[F:28])=[CH:25][CH:26]=4)[N:12]=3)[CH:10]=2)=[N:49][C:48]=1[CH3:53])(=[O:46])=[O:45])([CH3:42])([CH3:41])[CH3:40]. The catalyst class is: 109.